From a dataset of Reaction yield outcomes from USPTO patents with 853,638 reactions. Predict the reaction yield, written as a fraction of the theoretical maximum amount of product (1.0 means a 100% yield; for example, 0.34 means a 34% yield). (1) The yield is 0.790. The catalyst is CO. The reactants are [N+:1]([C:4]1[CH:11]=[C:10]([C:12]([F:15])([F:14])[F:13])[CH:9]=[C:8]([N+]([O-])=O)[C:5]=1[C:6]#[N:7])([O-:3])=[O:2].[CH3:19][O-:20].[Na+]. The product is [CH3:19][O:20][C:8]1[CH:9]=[C:10]([C:12]([F:15])([F:14])[F:13])[CH:11]=[C:4]([N+:1]([O-:3])=[O:2])[C:5]=1[C:6]#[N:7]. (2) The reactants are FC(F)(F)C(O)=O.[NH2:8][CH:9]1[CH2:14][CH2:13][N:12]([CH2:15][CH2:16][N:17]2[C:22]3[CH:23]=[C:24]([O:27][CH3:28])[CH:25]=[CH:26][C:21]=3[O:20][CH2:19][C:18]2=[O:29])[CH2:11][CH2:10]1.[O:30]=[C:31]1[CH2:36][S:35][C:34]2[CH:37]=[CH:38][C:39]([CH:41]=O)=[N:40][C:33]=2[NH:32]1.C([BH3-])#N.[Na+]. No catalyst specified. The product is [CH3:28][O:27][C:24]1[CH:25]=[CH:26][C:21]2[O:20][CH2:19][C:18](=[O:29])[N:17]([CH2:16][CH2:15][N:12]3[CH2:11][CH2:10][CH:9]([NH:8][CH2:41][C:39]4[CH:38]=[CH:37][C:34]5[S:35][CH2:36][C:31](=[O:30])[NH:32][C:33]=5[N:40]=4)[CH2:14][CH2:13]3)[C:22]=2[CH:23]=1. The yield is 0.320. (3) The reactants are C1(OP(Cl)(OC2C=CC=CC=2)=O)C=CC=CC=1.[O:18]1[C:22]2[CH:23]=[CH:24][CH:25]=[CH:26][C:21]=2[CH:20]=[C:19]1[C:27]([OH:29])=O.C(N(CC)CC)C.[NH2:37][C@@H:38]1[CH:43]2[CH2:44][CH2:45][N:40]([CH2:41][CH2:42]2)[C@H:39]1[CH2:46][C:47]1[CH:48]=[N:49][CH:50]=[CH:51][CH:52]=1.C1(C)C=CC(C([C@](C(O)=O)(O)[C@](C(C2C=CC(C)=CC=2)=O)(O)C(O)=O)=O)=CC=1.[OH-].[Na+]. The catalyst is ClCCl. The product is [N:49]1[CH:50]=[CH:51][CH:52]=[C:47]([CH2:46][CH:39]2[CH:38]([NH:37][C:27]([C:19]3[O:18][C:22]4[CH:23]=[CH:24][CH:25]=[CH:26][C:21]=4[CH:20]=3)=[O:29])[CH:43]3[CH2:42][CH2:41][N:40]2[CH2:45][CH2:44]3)[CH:48]=1. The yield is 0.420. (4) The reactants are Cl.[F:2][C:3]1[CH:4]=[C:5]([N:13]2[CH2:18][CH2:17][O:16][CH2:15][CH2:14]2)[CH:6]=[C:7]([F:12])[C:8]=1[N+:9]([O-])=O. The catalyst is O1CCCC1.[Zn]. The product is [F:12][C:7]1[CH:6]=[C:5]([N:13]2[CH2:14][CH2:15][O:16][CH2:17][CH2:18]2)[CH:4]=[C:3]([F:2])[C:8]=1[NH2:9]. The yield is 0.900. (5) The reactants are [C:1]([O:5][C:6]([NH:8][CH2:9][C:10]1[CH:15]=[CH:14][C:13]([NH:16][C:17](=[O:37])[CH2:18][NH:19]C(=O)OCC2C3C=CC=CC=3C3C2=CC=CC=3)=[CH:12][CH:11]=1)=[O:7])([CH3:4])([CH3:3])[CH3:2].N1CCCCC1. The catalyst is CN(C=O)C. The product is [NH2:19][CH2:18][C:17]([NH:16][C:13]1[CH:12]=[CH:11][C:10]([CH2:9][NH:8][C:6](=[O:7])[O:5][C:1]([CH3:2])([CH3:3])[CH3:4])=[CH:15][CH:14]=1)=[O:37]. The yield is 0.846. (6) The reactants are [CH3:1][O:2][C:3]([O:8][CH3:9])([CH3:7])[C:4](=[O:6])[CH3:5].CO[CH:12](OC)[N:13]([CH3:15])[CH3:14]. The catalyst is CO. The product is [CH3:12][N:13]([CH3:15])[CH:14]=[CH:5][C:4](=[O:6])[C:3]([O:8][CH3:9])([O:2][CH3:1])[CH3:7]. The yield is 0.900. (7) The reactants are [CH2:1]([O:8][C:9]1[C:10]([C:22](O)=[O:23])=[N:11][C:12]([C:17]2[O:18][CH:19]=[CH:20][CH:21]=2)=[CH:13][C:14]=1[S:15][CH3:16])[C:2]1[CH:7]=[CH:6][CH:5]=[CH:4][CH:3]=1.C(N(C(C)C)CC)(C)C.CN(C(ON1N=NC2C=CC=CC1=2)=[N+](C)C)C.F[P-](F)(F)(F)(F)F.[F:58][C:59]1[CH:66]=[CH:65][C:62]([CH2:63][NH2:64])=[CH:61][CH:60]=1. The catalyst is CN(C=O)C.O.CCOC(C)=O. The product is [F:58][C:59]1[CH:66]=[CH:65][C:62]([CH2:63][NH:64][C:22]([C:10]2[C:9]([O:8][CH2:1][C:2]3[CH:3]=[CH:4][CH:5]=[CH:6][CH:7]=3)=[C:14]([S:15][CH3:16])[CH:13]=[C:12]([C:17]3[O:18][CH:19]=[CH:20][CH:21]=3)[N:11]=2)=[O:23])=[CH:61][CH:60]=1. The yield is 0.700. (8) The reactants are [CH3:1][C:2]1[C:8]([N+:9]([O-:11])=[O:10])=[CH:7][CH:6]=[CH:5][C:3]=1[NH2:4].[N:12]([O-])=O.[Na+]. The catalyst is C(O)(=O)C.O. The product is [N+:9]([C:8]1[CH:7]=[CH:6][CH:5]=[C:3]2[C:2]=1[CH:1]=[N:12][NH:4]2)([O-:11])=[O:10]. The yield is 0.810. (9) The reactants are [Cl:1][C:2]1[N:3]=[N:4][C:5]([C:8]2[CH:13]=[C:12]([Br:14])[C:11]([O:15]C)=[C:10]([Br:17])[CH:9]=2)=[CH:6][CH:7]=1.B(Br)(Br)Br. The catalyst is ClCCl. The product is [Br:17][C:10]1[CH:9]=[C:8]([C:5]2[N:4]=[N:3][C:2]([Cl:1])=[CH:7][CH:6]=2)[CH:13]=[C:12]([Br:14])[C:11]=1[OH:15]. The yield is 0.830.